This data is from Catalyst prediction with 721,799 reactions and 888 catalyst types from USPTO. The task is: Predict which catalyst facilitates the given reaction. (1) Reactant: [C:1]([O:5][C:6](=[O:15])[NH:7][C:8]1[CH:13]=[CH:12][C:11]([NH2:14])=[CH:10][CH:9]=1)([CH3:4])([CH3:3])[CH3:2].[O-]S([O-])(=O)=O.[Mg+2].[C:22]([C:26]1C=CC=[C:28](O)[C:27]=1O)(C)([CH3:24])[CH3:23].II. Product: [C:1]([O:5][C:6](=[O:15])[NH:7][C:8]1[CH:9]=[C:10]2[C:11](=[CH:12][CH:13]=1)[NH:14][C:22]([CH3:24])([CH3:23])[CH:26]=[C:27]2[CH3:28])([CH3:4])([CH3:2])[CH3:3]. The catalyst class is: 372. (2) Reactant: [C:1]1([P:7]2(=[O:12])[CH2:11][CH2:10][CH2:9][CH2:8]2)[CH:6]=[CH:5][CH:4]=[CH:3][CH:2]=1.[CH2:13]=[O:14].C1(C)C=CC=CC=1. Product: [C:1]1([P:7]2(=[O:12])[CH2:8][CH2:9][CH2:10][CH:11]2[CH2:13][OH:14])[CH:2]=[CH:3][CH:4]=[CH:5][CH:6]=1. The catalyst class is: 1. (3) Reactant: NC1C=CC([N:9]2[CH2:15][CH2:14][CH2:13][N:12](C(OC(C)(C)C)=O)[CH2:11][CH2:10]2)=CC=1N.[F:23][C:24]1[CH:25]=[C:26]([S:30]([Cl:33])(=[O:32])=[O:31])[CH:27]=[CH:28][CH:29]=1.N[C:35]1[CH:40]=[C:39](N2CCCN(C(OC(C)(C)C)=O)CC2)[CH:38]=[CH:37][C:36]=1NS([C:35]1[CH:40]=[CH:39][CH:38]=[C:37](F)[CH:36]=1)(=O)=O.[F:66][C:67]1[CH:68]=[C:69]([S:73]([NH2:76])(=[O:75])=[O:74])[CH:70]=[CH:71][CH:72]=1.Cl.CCOCC. Product: [ClH:33].[N:9]1([C:72]2[CH:71]=[CH:70][C:69]([S:73]([NH2:76])(=[O:74])=[O:75])=[C:68]([C:35]3[CH:40]=[CH:39][CH:38]=[CH:37][C:36]=3[S:30]([C:26]3[CH:27]=[CH:28][CH:29]=[C:24]([F:23])[CH:25]=3)(=[O:32])=[O:31])[C:67]=2[F:66])[CH2:15][CH2:14][CH2:13][NH:12][CH2:11][CH2:10]1. The catalyst class is: 5. (4) Reactant: [CH:1]1([N:6]2[C:10]3=[N:11][CH:12]=[N:13][C:14]([NH2:15])=[C:9]3[C:8](I)=[N:7]2)[CH2:5][CH2:4][CH2:3][CH2:2]1.[CH2:17]([O:24][C:25]1[CH:26]=[C:27](B(O)O)[CH:28]=[CH:29][CH:30]=1)[C:18]1[CH:23]=[CH:22][CH:21]=[CH:20][CH:19]=1.O.C(=O)([O-])[O-].[Na+].[Na+]. Product: [CH2:17]([O:24][C:25]1[CH:30]=[C:29]([C:8]2[C:9]3[C:10](=[N:11][CH:12]=[N:13][C:14]=3[NH2:15])[N:6]([CH:1]3[CH2:5][CH2:4][CH2:3][CH2:2]3)[N:7]=2)[CH:28]=[CH:27][CH:26]=1)[C:18]1[CH:23]=[CH:22][CH:21]=[CH:20][CH:19]=1. The catalyst class is: 108. (5) Reactant: CC#N.[Cl:4][C:5]1[CH:6]=[C:7]([CH:12]=[CH:13][CH:14]=1)[C:8](=[O:11])[CH2:9]Br.[Br:15][C:16]1[CH:22]=[CH:21][C:19]([NH2:20])=[CH:18][CH:17]=1.C([O-])(O)=O.[Na+]. Product: [Br:15][C:16]1[CH:22]=[CH:21][C:19]([NH:20][CH2:9][C:8]([C:7]2[CH:12]=[CH:13][CH:14]=[C:5]([Cl:4])[CH:6]=2)=[O:11])=[CH:18][CH:17]=1. The catalyst class is: 161. (6) Reactant: Cl.[CH3:2][O:3][C:4]1[CH:5]=[C:6]2[C:11](=[C:12]3[CH2:16][C:15]([CH3:18])([CH3:17])[O:14][C:13]=13)[C:10]([C:19]1[CH:20]=[C:21]([CH:25]=[CH:26][CH:27]=1)[C:22](O)=[O:23])=[N:9][C:8]([CH3:29])([CH3:28])[CH2:7]2.[C:30]([NH:33][CH2:34][CH2:35][NH2:36])(=[O:32])[CH3:31].O.ON1C2C=CC=CC=2N=N1.C(N(CC)CC)C.Cl.C(N=C=NCCCN(C)C)C. Product: [C:30]([NH:33][CH2:34][CH2:35][NH:36][C:22](=[O:23])[C:21]1[CH:25]=[CH:26][CH:27]=[C:19]([C:10]2[C:11]3[C:6](=[CH:5][C:4]([O:3][CH3:2])=[C:13]4[O:14][C:15]([CH3:18])([CH3:17])[CH2:16][C:12]4=3)[CH2:7][C:8]([CH3:29])([CH3:28])[N:9]=2)[CH:20]=1)(=[O:32])[CH3:31]. The catalyst class is: 35. (7) Reactant: [C:1]([OH:11])(=O)[CH2:2][CH2:3][C:4]1[CH:9]=[CH:8][CH:7]=[CH:6][CH:5]=1.CN(C=O)C.C(Cl)(=O)C(Cl)=O.[CH2:23]([O:25][C:26]([N:28]1[CH2:33][CH2:32][C:31]2[C:34]([C:38]#[N:39])=[C:35]([NH2:37])[S:36][C:30]=2[CH2:29]1)=[O:27])[CH3:24].C(N(C(C)C)CC)(C)C. The catalyst class is: 4. Product: [CH2:23]([O:25][C:26]([N:28]1[CH2:33][CH2:32][C:31]2[C:34]([C:38]#[N:39])=[C:35]([NH:37][C:1](=[O:11])[CH2:2][CH2:3][C:4]3[CH:5]=[CH:6][CH:7]=[CH:8][CH:9]=3)[S:36][C:30]=2[CH2:29]1)=[O:27])[CH3:24]. (8) Reactant: [OH:1][C:2]([C:5]1[CH:31]=[CH:30][C:8]([C:9]([NH:11][C:12]2[CH:17]=[C:16]([N:18]3[CH2:23][CH2:22][CH:21]([C:24]([OH:26])=O)[CH2:20][CH2:19]3)[N:15]3[N:27]=[CH:28][CH:29]=[C:14]3[N:13]=2)=[O:10])=[CH:7][CH:6]=1)([CH3:4])[CH3:3].CN.C[CH2:35][N:36]=C=NCCCN(C)C.C1C=CC2N(O)N=NC=2C=1. Product: [OH:1][C:2]([C:5]1[CH:6]=[CH:7][C:8]([C:9]([NH:11][C:12]2[CH:17]=[C:16]([N:18]3[CH2:19][CH2:20][CH:21]([C:24]([NH:36][CH3:35])=[O:26])[CH2:22][CH2:23]3)[N:15]3[N:27]=[CH:28][CH:29]=[C:14]3[N:13]=2)=[O:10])=[CH:30][CH:31]=1)([CH3:3])[CH3:4]. The catalyst class is: 3. (9) Reactant: [Cl:1][C:2]1[C:3]([N:16]2[CH2:21][CH2:20][CH2:19][C@@H:18]([NH:22]C(=O)OC(C)(C)C)[CH2:17]2)=[C:4]2[C:10]([NH:11][C:12](=[O:15])[CH2:13][CH3:14])=[CH:9][NH:8][C:5]2=[N:6][CH:7]=1.C(O)(C(F)(F)F)=O. Product: [ClH:1].[NH2:22][C@@H:18]1[CH2:19][CH2:20][CH2:21][N:16]([C:3]2[C:2]([Cl:1])=[CH:7][N:6]=[C:5]3[NH:8][CH:9]=[C:10]([NH:11][C:12](=[O:15])[CH2:13][CH3:14])[C:4]=23)[CH2:17]1. The catalyst class is: 2.